From a dataset of Full USPTO retrosynthesis dataset with 1.9M reactions from patents (1976-2016). Predict the reactants needed to synthesize the given product. (1) Given the product [NH2:13][C:14]1[C:23]2[N:24]=[C:25]([CH2:33][N:5]3[C:1](=[O:11])[C:2]4[C:3](=[CH:7][CH:8]=[CH:9][CH:10]=4)[C:4]3=[O:6])[N:26]([CH2:27][C:28]3([OH:32])[CH2:31][CH2:30][CH2:29]3)[C:22]=2[C:21]2[CH:20]=[CH:19][CH:18]=[CH:17][C:16]=2[N:15]=1, predict the reactants needed to synthesize it. The reactants are: [C:1]1(=[O:11])[NH:5][C:4](=[O:6])[C:3]2=[CH:7][CH:8]=[CH:9][CH:10]=[C:2]12.[K].[NH2:13][C:14]1[C:23]2[N:24]=[C:25]([CH2:33]Cl)[N:26]([CH2:27][C:28]3([OH:32])[CH2:31][CH2:30][CH2:29]3)[C:22]=2[C:21]2[CH:20]=[CH:19][CH:18]=[CH:17][C:16]=2[N:15]=1. (2) Given the product [CH2:3]=[CH2:4].[CH2:3]1[CH:7]2[CH:8]3[CH:12]=[CH:11][CH:10]([CH:6]2[CH:5]=[CH:4]1)[CH2:9]3, predict the reactants needed to synthesize it. The reactants are: C=C.[CH2:3]1[CH:7]2[C@@H:8]3[CH:12]=[CH:11][C@H:10]([CH:6]2[CH:5]=[CH:4]1)[CH2:9]3. (3) Given the product [C:8]1(/[CH:9]=[CH:18]\[C:26]2[CH:25]=[CH:24][CH:29]=[CH:28][CH:27]=2)[CH:11]=[CH:12][CH:13]=[CH:6][CH:7]=1, predict the reactants needed to synthesize it. The reactants are: [Br-].[PH4+].[H-].[Na+].I[C:6]1[CH:7]=[C:8]([CH:11]=[C:12](OC)[C:13]=1OC)[CH:9]=O.[C:18](OCC)(=O)C.[CH3:24][CH2:25][CH2:26][CH2:27][CH2:28][CH3:29].